Dataset: Forward reaction prediction with 1.9M reactions from USPTO patents (1976-2016). Task: Predict the product of the given reaction. The product is: [CH3:11][N:12]([CH3:14])[CH:13]=[CH:2][C:1]([C:4]1[S:5][CH:6]=[CH:7][CH:8]=1)=[O:3]. Given the reactants [C:1]([C:4]1[S:5][CH:6]=[CH:7][CH:8]=1)(=[O:3])[CH3:2].CO[CH:11](OC)[N:12]([CH3:14])[CH3:13], predict the reaction product.